From a dataset of Forward reaction prediction with 1.9M reactions from USPTO patents (1976-2016). Predict the product of the given reaction. (1) Given the reactants Br[C:2]1[CH:10]=[C:9]2[C:5]([CH:6]=[CH:7][NH:8]2)=[CH:4][CH:3]=1.[CH3:11][C:12]1[CH:17]=[CH:16][CH:15]=[CH:14][C:13]=1B(O)O, predict the reaction product. The product is: [CH3:11][C:12]1[CH:17]=[CH:16][CH:15]=[CH:14][C:13]=1[C:2]1[CH:10]=[C:9]2[C:5]([CH:6]=[CH:7][NH:8]2)=[CH:4][CH:3]=1. (2) Given the reactants [OH:1][C:2]1[N:7]=[C:6]([CH2:8][CH2:9][C@H:10]2[CH2:15][CH2:14][C@H:13]([C:16]([O:18][CH3:19])=[O:17])[CH2:12][NH:11]2)[C:5]([C:20]([O:22]C)=O)=[CH:4][CH:3]=1.C[Al](C)C.C1(C)C=CC=CC=1, predict the reaction product. The product is: [OH:1][C:2]1[CH:3]=[CH:4][C:5]2[C:20](=[O:22])[N:11]3[CH2:12][C@H:13]([C:16]([O:18][CH3:19])=[O:17])[CH2:14][CH2:15][C@H:10]3[CH2:9][CH2:8][C:6]=2[N:7]=1.